This data is from Forward reaction prediction with 1.9M reactions from USPTO patents (1976-2016). The task is: Predict the product of the given reaction. (1) Given the reactants Br[C:2]1[CH:3]=[C:4]([C:16]([NH:18][CH2:19][C:20]2[C:21](=[O:28])[NH:22][C:23]([CH3:27])=[CH:24][C:25]=2[CH3:26])=[O:17])[C:5]2[CH:6]=[N:7][N:8]([CH:11]3[CH2:15][CH2:14][CH2:13][CH2:12]3)[C:9]=2[CH:10]=1.[CH3:29][C:30]1[CH:31]=[C:32]([CH:35]=[CH:36][C:37]=1B1OC(C)(C)C(C)(C)O1)[CH:33]=[O:34].C([O-])([O-])=O.[Na+].[Na+], predict the reaction product. The product is: [CH:11]1([N:8]2[C:9]3[CH:10]=[C:2]([C:37]4[CH:36]=[CH:35][C:32]([CH:33]=[O:34])=[CH:31][C:30]=4[CH3:29])[CH:3]=[C:4]([C:16]([NH:18][CH2:19][C:20]4[C:21](=[O:28])[NH:22][C:23]([CH3:27])=[CH:24][C:25]=4[CH3:26])=[O:17])[C:5]=3[CH:6]=[N:7]2)[CH2:15][CH2:14][CH2:13][CH2:12]1. (2) The product is: [C:1]([O:5][C:6](=[O:7])[N:8]([CH2:10][C@H:11]1[CH2:16][CH2:15][C@H:14]([CH2:17][CH2:18][CH2:19][OH:20])[CH2:13][CH2:12]1)[CH3:9])([CH3:2])([CH3:4])[CH3:3]. Given the reactants [C:1]([O:5][C:6]([N:8]([CH2:10][C@H:11]1[CH2:16][CH2:15][C@H:14]([CH2:17][CH2:18][C:19](O)=[O:20])[CH2:13][CH2:12]1)[CH3:9])=[O:7])([CH3:4])([CH3:3])[CH3:2].CO, predict the reaction product. (3) Given the reactants [I:1][C:2]1[CH:3]=[CH:4][C:5]2[N:6]([CH:8]=[C:9]([C:11]3[CH:18]=[CH:17][C:14]([C:15]#[N:16])=[CH:13][CH:12]=3)[N:10]=2)[CH:7]=1.C(N)(=[S:21])C.Cl, predict the reaction product. The product is: [I:1][C:2]1[CH:3]=[CH:4][C:5]2[N:6]([CH:8]=[C:9]([C:11]3[CH:18]=[CH:17][C:14]([C:15](=[S:21])[NH2:16])=[CH:13][CH:12]=3)[N:10]=2)[CH:7]=1. (4) Given the reactants [CH:1]1([CH2:7][OH:8])[CH2:6][CH2:5][CH2:4][CH2:3][CH2:2]1.[H-].[Na+].Br[CH2:12][C:13]1[CH:18]=[CH:17][CH:16]=[C:15]([C:19]#[N:20])[CH:14]=1.O, predict the reaction product. The product is: [CH:1]1([CH2:7][O:8][CH2:12][C:13]2[CH:14]=[C:15]([CH:16]=[CH:17][CH:18]=2)[C:19]#[N:20])[CH2:6][CH2:5][CH2:4][CH2:3][CH2:2]1.